This data is from Catalyst prediction with 721,799 reactions and 888 catalyst types from USPTO. The task is: Predict which catalyst facilitates the given reaction. Reactant: Cl[C:2]1[C:3](=[O:25])[N:4]([C:18]2[CH:23]=[CH:22][CH:21]=[C:20]([F:24])[CH:19]=2)[C:5]([C:9]2[C:14]([F:15])=[CH:13][C:12]([F:16])=[CH:11][C:10]=2[F:17])=[C:6]([Cl:8])[N:7]=1.N1(C[C:36]#[N:37])C2C=CC=CC=2N=N1.C[Si]([N-][Si](C)(C)C)(C)C.[Li+].N.[O:49]1CCOCC1.C(OO)(=O)C.S([O-])(O)=O.[Na+]. Product: [Cl:8][C:6]1[N:7]=[C:2]([C:36]([NH2:37])=[O:49])[C:3](=[O:25])[N:4]([C:18]2[CH:23]=[CH:22][CH:21]=[C:20]([F:24])[CH:19]=2)[C:5]=1[C:9]1[C:14]([F:15])=[CH:13][C:12]([F:16])=[CH:11][C:10]=1[F:17]. The catalyst class is: 7.